The task is: Predict the product of the given reaction.. This data is from Forward reaction prediction with 1.9M reactions from USPTO patents (1976-2016). (1) Given the reactants [F:1][C:2]1[CH:3]=[C:4]([C:8]2[N:13]=[CH:12][C:11]([C:14]([NH:16][C@H:17]3[CH2:21][CH2:20][C@@H:19]([C:22]([OH:24])=O)[CH2:18]3)=[O:15])=[CH:10][CH:9]=2)[CH:5]=[CH:6][CH:7]=1.[NH2:25][C@H:26]([CH3:29])[CH2:27][OH:28], predict the reaction product. The product is: [F:1][C:2]1[CH:3]=[C:4]([C:8]2[CH:9]=[CH:10][C:11]([C:14]([NH:16][C@H:17]3[CH2:21][CH2:20][C@@H:19]([C:22](=[O:24])[NH:25][CH:26]([CH3:29])[CH2:27][OH:28])[CH2:18]3)=[O:15])=[CH:12][N:13]=2)[CH:5]=[CH:6][CH:7]=1. (2) The product is: [Cl-:14].[CH2:1]([NH2+:8][CH2:9][CH2:10][Cl:14])[C:2]1[CH:7]=[CH:6][CH:5]=[CH:4][CH:3]=1. Given the reactants [CH2:1]([NH:8][CH2:9][CH2:10]O)[C:2]1[CH:7]=[CH:6][CH:5]=[CH:4][CH:3]=1.O=S(Cl)[Cl:14], predict the reaction product. (3) Given the reactants [N+:1]([C:4]1[CH:9]=[CH:8][C:7]([OH:10])=[C:6]([O:11][C:12]([F:15])([F:14])[F:13])[CH:5]=1)([O-])=O.[Cl-].N.C(O)C, predict the reaction product. The product is: [NH2:1][C:4]1[CH:9]=[CH:8][C:7]([OH:10])=[C:6]([O:11][C:12]([F:13])([F:14])[F:15])[CH:5]=1. (4) Given the reactants [O:1]=[C:2]1[C:10](=[C:11]2[C:19]3[C:14](=[CH:15][CH:16]=[CH:17][CH:18]=3)[CH:13]([CH2:20][CH2:21]OS(C)(=O)=O)[O:12]2)[C:9]2[C:4](=[CH:5][CH:6]=[CH:7][CH:8]=2)[NH:3]1.[CH2:27]([NH:29][CH2:30][CH3:31])[CH3:28].O1CCOCC1, predict the reaction product. The product is: [CH2:27]([N:29]([CH2:30][CH3:31])[CH2:21][CH2:20][CH:13]1[C:14]2[C:19](=[CH:18][CH:17]=[CH:16][CH:15]=2)[C:11](=[C:10]2[C:9]3[C:4](=[CH:5][CH:6]=[CH:7][CH:8]=3)[NH:3][C:2]2=[O:1])[O:12]1)[CH3:28]. (5) Given the reactants [C:1]([C:3]([CH3:34])([NH:20][C:21](=[O:33])[C:22]1[CH:27]=[CH:26][C:25]([O:28][C:29]([F:32])([F:31])[F:30])=[CH:24][CH:23]=1)[CH2:4][N:5]1[C:13]([O:14][CH3:15])=[C:12]2[C:7]([CH:8]=[C:9]([C:16](OC)=O)[CH:10]=[CH:11]2)=[N:6]1)#[N:2].[OH-:35].[NH4+:36].[CH3:37]O, predict the reaction product. The product is: [CH3:16][C:9]1[C:8]2[C:7]([CH:12]=[C:11]([C:37]([NH2:36])=[O:35])[CH:10]=1)=[N:6][N:5]([CH2:4][C:3]([C:1]#[N:2])([CH3:34])[NH:20][C:21](=[O:33])[C:22]1[CH:27]=[CH:26][C:25]([O:28][C:29]([F:31])([F:32])[F:30])=[CH:24][CH:23]=1)[C:13]=2[O:14][CH3:15]. (6) Given the reactants [F:1][C:2]1[CH:7]=[CH:6][C:5](I)=[CH:4][C:3]=1[C@:9]1([CH2:20][F:21])[CH2:14][C@@H:13]([C:15]([F:18])([F:17])[F:16])[O:12][C:11]([NH2:19])=[N:10]1.[Cl:22][C:23]1[C:24]([C:31]#[C:32][Si](C)(C)C)=[N:25][CH:26]=[C:27]([CH:30]=1)[C:28]#[N:29], predict the reaction product. The product is: [NH2:19][C:11]1[O:12][C@H:13]([C:15]([F:18])([F:17])[F:16])[CH2:14][C@:9]([C:3]2[CH:4]=[C:5]([C:32]#[C:31][C:24]3[C:23]([Cl:22])=[CH:30][C:27]([C:28]#[N:29])=[CH:26][N:25]=3)[CH:6]=[CH:7][C:2]=2[F:1])([CH2:20][F:21])[N:10]=1.